From a dataset of Peptide-MHC class II binding affinity with 134,281 pairs from IEDB. Regression. Given a peptide amino acid sequence and an MHC pseudo amino acid sequence, predict their binding affinity value. This is MHC class II binding data. (1) The peptide sequence is LVNDRVLDILTANKL. The MHC is DRB1_0101 with pseudo-sequence DRB1_0101. The binding affinity (normalized) is 0.866. (2) The peptide sequence is YDKFLANVSTVLTGT. The MHC is DRB1_1602 with pseudo-sequence DRB1_1602. The binding affinity (normalized) is 0.809. (3) The MHC is DRB1_0801 with pseudo-sequence DRB1_0801. The peptide sequence is AEMVIHHQHVQDCDE. The binding affinity (normalized) is 0.528. (4) The peptide sequence is PSEPWNTGHDWILAD. The MHC is HLA-DQA10501-DQB10302 with pseudo-sequence HLA-DQA10501-DQB10302. The binding affinity (normalized) is 0. (5) The peptide sequence is RAKDPPAGTRKIMKV. The MHC is HLA-DQA10601-DQB10402 with pseudo-sequence HLA-DQA10601-DQB10402. The binding affinity (normalized) is 0.347. (6) The peptide sequence is EWEPLTKKGNVWEVK. The MHC is DRB1_1101 with pseudo-sequence DRB1_1101. The binding affinity (normalized) is 0.413. (7) The peptide sequence is TKETETEAPAAPAEG. The MHC is DRB1_0701 with pseudo-sequence DRB1_0701. The binding affinity (normalized) is 0. (8) The peptide sequence is TKVTFHVVGVGPLLH. The MHC is DRB1_0401 with pseudo-sequence DRB1_0401. The binding affinity (normalized) is 0.387. (9) The peptide sequence is QVAFSYFPPPAAKED. The MHC is DRB1_1501 with pseudo-sequence DRB1_1501. The binding affinity (normalized) is 0.555. (10) The MHC is DRB1_0301 with pseudo-sequence DRB1_0301. The binding affinity (normalized) is 0.577. The peptide sequence is RLFDNAMLRAHRLHQ.